This data is from Reaction yield outcomes from USPTO patents with 853,638 reactions. The task is: Predict the reaction yield, written as a fraction of the theoretical maximum amount of product (1.0 means a 100% yield; for example, 0.34 means a 34% yield). (1) The reactants are [Br:1][C:2]1[CH:7]=[CH:6][N:5]=[C:4]([NH2:8])[CH:3]=1.Br[CH2:10][C:11]([C:13]1[CH:18]=[CH:17][CH:16]=[C:15]([O:19][CH3:20])[CH:14]=1)=O. No catalyst specified. The product is [Br:1][C:2]1[CH:7]=[CH:6][N:5]2[CH:10]=[C:11]([C:13]3[CH:18]=[CH:17][CH:16]=[C:15]([O:19][CH3:20])[CH:14]=3)[N:8]=[C:4]2[CH:3]=1. The yield is 0.720. (2) The reactants are [Mg].Br[CH2:3][CH2:4][CH2:5][CH2:6][O:7][CH2:8][CH2:9][O:10][CH3:11].Cl[C:13](=[O:20])[CH2:14][CH2:15][C:16]([O:18][CH3:19])=[O:17].[NH4+].[Cl-]. The catalyst is C1COCC1.[Cu](Cl)Cl. The product is [CH3:19][O:18][C:16](=[O:17])[CH2:15][CH2:14][C:13]([CH2:3][CH2:4][CH2:5][CH2:6][O:7][CH2:8][CH2:9][O:10][CH3:11])=[O:20]. The yield is 0.650. (3) The reactants are Cl[C:2]1[N:7]=[C:6]([NH:8][C:9]2[CH:13]=[C:12]([CH:14]3[CH2:16][CH2:15]3)[NH:11][N:10]=2)[CH:5]=[C:4]([CH3:17])[N:3]=1.[C:18]1([C:24]2[CH:28]=[C:27]([CH2:29][NH2:30])[O:26][N:25]=2)[CH:23]=[CH:22][CH:21]=[CH:20][CH:19]=1.C([N:34](C(C)C)CC)(C)C. The catalyst is C(O)CCC. The product is [CH:14]1([C:12]2[NH:11][N:10]=[C:9]([NH:8][C:6]3[N:7]=[C:2]([NH:30][CH2:29][C:27]4[O:26][N:25]=[C:24]([C:18]5[CH:19]=[CH:20][CH:21]=[CH:22][CH:23]=5)[CH:28]=4)[NH:3][C:4]([CH3:17])([NH2:34])[CH:5]=3)[CH:13]=2)[CH2:16][CH2:15]1. The yield is 0.580. (4) The reactants are [Cl:1][C:2]1[C:10]2[C:9](=[O:11])[NH:8][N:7]=[CH:6][C:5]=2[N:4](COCC[Si](C)(C)C)[C:3]=1[C:20]1[CH:25]=[CH:24][C:23]([O:26][CH:27]([F:29])[F:28])=[C:22]([O:30][CH:31]2[CH2:33][CH2:32]2)[CH:21]=1.Cl. The catalyst is O1CCOCC1. The product is [Cl:1][C:2]1[C:10]2[C:9](=[O:11])[NH:8][N:7]=[CH:6][C:5]=2[NH:4][C:3]=1[C:20]1[CH:25]=[CH:24][C:23]([O:26][CH:27]([F:29])[F:28])=[C:22]([O:30][CH:31]2[CH2:32][CH2:33]2)[CH:21]=1. The yield is 0.770.